Regression. Given two drug SMILES strings and cell line genomic features, predict the synergy score measuring deviation from expected non-interaction effect. From a dataset of NCI-60 drug combinations with 297,098 pairs across 59 cell lines. (1) Drug 1: C1CC(=O)NC(=O)C1N2C(=O)C3=CC=CC=C3C2=O. Drug 2: C1C(C(OC1N2C=NC3=C2NC=NCC3O)CO)O. Cell line: A549. Synergy scores: CSS=1.96, Synergy_ZIP=4.07, Synergy_Bliss=-1.06, Synergy_Loewe=1.93, Synergy_HSA=-1.48. (2) Drug 1: C1C(C(OC1N2C=NC3=C(N=C(N=C32)Cl)N)CO)O. Drug 2: CN1C(=O)N2C=NC(=C2N=N1)C(=O)N. Cell line: SW-620. Synergy scores: CSS=29.0, Synergy_ZIP=0.101, Synergy_Bliss=-0.451, Synergy_Loewe=-14.1, Synergy_HSA=-0.276. (3) Drug 2: CN(C(=O)NC(C=O)C(C(C(CO)O)O)O)N=O. Synergy scores: CSS=37.0, Synergy_ZIP=-3.77, Synergy_Bliss=1.90, Synergy_Loewe=2.48, Synergy_HSA=3.21. Cell line: UACC62. Drug 1: C1=CC=C(C=C1)NC(=O)CCCCCCC(=O)NO. (4) Drug 1: CCC1(CC2CC(C3=C(CCN(C2)C1)C4=CC=CC=C4N3)(C5=C(C=C6C(=C5)C78CCN9C7C(C=CC9)(C(C(C8N6C)(C(=O)OC)O)OC(=O)C)CC)OC)C(=O)OC)O.OS(=O)(=O)O. Drug 2: C1=NC2=C(N=C(N=C2N1C3C(C(C(O3)CO)O)F)Cl)N. Cell line: OVCAR-4. Synergy scores: CSS=-0.0370, Synergy_ZIP=0.140, Synergy_Bliss=1.20, Synergy_Loewe=-1.07, Synergy_HSA=-0.701. (5) Drug 1: CC1=C(N=C(N=C1N)C(CC(=O)N)NCC(C(=O)N)N)C(=O)NC(C(C2=CN=CN2)OC3C(C(C(C(O3)CO)O)O)OC4C(C(C(C(O4)CO)O)OC(=O)N)O)C(=O)NC(C)C(C(C)C(=O)NC(C(C)O)C(=O)NCCC5=NC(=CS5)C6=NC(=CS6)C(=O)NCCC[S+](C)C)O. Drug 2: CS(=O)(=O)OCCCCOS(=O)(=O)C. Cell line: OVCAR-4. Synergy scores: CSS=1.29, Synergy_ZIP=-3.39, Synergy_Bliss=-4.25, Synergy_Loewe=-12.6, Synergy_HSA=-5.58. (6) Drug 1: CC(C)(C#N)C1=CC(=CC(=C1)CN2C=NC=N2)C(C)(C)C#N. Drug 2: C(CCl)NC(=O)N(CCCl)N=O. Cell line: ACHN. Synergy scores: CSS=0.633, Synergy_ZIP=-0.428, Synergy_Bliss=-1.56, Synergy_Loewe=-3.13, Synergy_HSA=-2.16.